Dataset: Full USPTO retrosynthesis dataset with 1.9M reactions from patents (1976-2016). Task: Predict the reactants needed to synthesize the given product. (1) Given the product [F:26][C:6]1[CH:7]=[C:8]([C:11]#[C:12][C:13]2[CH:22]=[CH:21][C:20]3[C:19](=[O:23])[CH2:18][CH2:17][C:16]([CH3:25])([CH3:24])[C:15]=3[CH:14]=2)[CH:9]=[CH:10][C:5]=1[C:4]([OH:27])=[O:3], predict the reactants needed to synthesize it. The reactants are: C([O:3][C:4](=[O:27])[C:5]1[CH:10]=[CH:9][C:8]([C:11]#[C:12][C:13]2[CH:22]=[CH:21][C:20]3[C:19](=[O:23])[CH2:18][CH2:17][C:16]([CH3:25])([CH3:24])[C:15]=3[CH:14]=2)=[CH:7][C:6]=1[F:26])C.[OH-].[Na+]. (2) Given the product [NH2:23][C:3]1[CH:4]=[C:5]([C:13]2[CH:18]=[N:17][C:16]([C:19]([OH:22])([CH3:20])[CH3:21])=[N:15][CH:14]=2)[CH:6]=[C:7]([CH:8]2[CH2:12][CH2:11][CH2:10][O:9]2)[C:2]=1[NH2:1], predict the reactants needed to synthesize it. The reactants are: [NH2:1][C:2]1[C:7]([CH:8]2[CH2:12][CH2:11][CH2:10][O:9]2)=[CH:6][C:5]([C:13]2[CH:14]=[N:15][C:16]([C:19]([OH:22])([CH3:21])[CH3:20])=[N:17][CH:18]=2)=[CH:4][C:3]=1[N+:23]([O-])=O.C1COCC1.CCN(CC)CC. (3) Given the product [NH2:10][C:8]1[N:9]=[C:4]([CH2:3][C:2]([NH:18][C:19]2[CH:20]=[CH:21][C:22]([NH:25][C:26]([C:28]3[C:29]([C:34]4[CH:35]=[CH:36][C:37]([C:40]([F:43])([F:41])[F:42])=[CH:38][CH:39]=4)=[CH:30][CH:31]=[CH:32][CH:33]=3)=[O:27])=[CH:23][CH:24]=2)=[O:1])[CH:5]=[CH:6][CH:7]=1, predict the reactants needed to synthesize it. The reactants are: [O:1]=[C:2]([NH:18][C:19]1[CH:24]=[CH:23][C:22]([NH:25][C:26]([C:28]2[CH:33]=[CH:32][CH:31]=[CH:30][C:29]=2[C:34]2[CH:39]=[CH:38][C:37]([C:40]([F:43])([F:42])[F:41])=[CH:36][CH:35]=2)=[O:27])=[CH:21][CH:20]=1)[CH2:3][C:4]1[N:9]=[C:8]([NH:10]C(=O)OC(C)(C)C)[CH:7]=[CH:6][CH:5]=1.FC(F)(F)C(O)=O. (4) Given the product [CH:8]([C:6]1[CH:5]=[C:4]([CH3:10])[N:3]=[C:2]([NH:15][C:16](=[O:18])[O:17][C:26]([CH3:52])([CH3:27])[CH3:25])[CH:7]=1)=[O:9], predict the reactants needed to synthesize it. The reactants are: Cl[C:2]1[CH:7]=[C:6]([CH:8]=[O:9])[CH:5]=[C:4]([CH3:10])[N:3]=1.C([NH:15][C:16](=[O:18])[O-:17])(C)(C)C.C(=O)([O-])[O-].[Cs+].[Cs+].[CH3:25][C:26]1(C)[C:52]2C(=C(P(C3C=CC=CC=3)C3C=CC=CC=3)C=CC=2)OC2C(P(C3C=CC=CC=3)C3C=CC=CC=3)=CC=C[C:27]1=2. (5) Given the product [CH3:3][N:7]1[CH2:12][CH2:11][O:10][CH:9]([CH2:13][N:14]2[C:22]3[C:17](=[CH:18][CH:19]=[CH:20][CH:21]=3)[C:16]3([C:34]4[C:25](=[CH:26][C:27]5[O:32][CH2:31][CH2:30][O:29][C:28]=5[CH:33]=4)[O:24][CH2:23]3)[C:15]2=[O:35])[CH2:8]1, predict the reactants needed to synthesize it. The reactants are: C=O.[CH3:3]C(C)=O.[NH:7]1[CH2:12][CH2:11][O:10][CH:9]([CH2:13][N:14]2[C:22]3[C:17](=[CH:18][CH:19]=[CH:20][CH:21]=3)[C:16]3([C:34]4[C:25](=[CH:26][C:27]5[O:32][CH2:31][CH2:30][O:29][C:28]=5[CH:33]=4)[O:24][CH2:23]3)[C:15]2=[O:35])[CH2:8]1.N1CCC(CN2C3C(=CC=CC=3)C3(C4C(=CC5OCCOC=5C=4)OC3)C2=O)CC1. (6) Given the product [CH3:11][O:10][CH:8]([C:5]1[CH:6]=[CH:7][C:2]([NH2:15])=[C:3]([N+:12]([O-:14])=[O:13])[CH:4]=1)[CH3:9], predict the reactants needed to synthesize it. The reactants are: F[C:2]1[CH:7]=[CH:6][C:5]([CH:8]([O:10][CH3:11])[CH3:9])=[CH:4][C:3]=1[N+:12]([O-:14])=[O:13].[NH4+:15].[OH-].CCOC(C)=O.O. (7) Given the product [CH3:1][O:2][C:3]1[CH:4]=[C:5]([CH:33]=[CH:34][C:35]=1[O:36][CH3:37])[CH2:6][CH:7]1[C:16]2[C:11](=[CH:12][C:13]([O:18][CH3:19])=[C:14]([O:17][C:39]3[CH:44]=[N:43][CH:42]=[CH:41][N:40]=3)[CH:15]=2)[CH2:10][CH2:9][N:8]1[CH2:20][C:21]([NH:23][CH:24]1[C:32]2[C:27](=[CH:28][CH:29]=[CH:30][CH:31]=2)[CH2:26][CH2:25]1)=[O:22], predict the reactants needed to synthesize it. The reactants are: [CH3:1][O:2][C:3]1[CH:4]=[C:5]([CH:33]=[CH:34][C:35]=1[O:36][CH3:37])[CH2:6][CH:7]1[C:16]2[C:11](=[CH:12][C:13]([O:18][CH3:19])=[C:14]([OH:17])[CH:15]=2)[CH2:10][CH2:9][N:8]1[CH2:20][C:21]([NH:23][CH:24]1[C:32]2[C:27](=[CH:28][CH:29]=[CH:30][CH:31]=2)[CH2:26][CH2:25]1)=[O:22].Cl[C:39]1[CH:44]=[N:43][CH:42]=[CH:41][N:40]=1.